The task is: Predict which catalyst facilitates the given reaction.. This data is from Catalyst prediction with 721,799 reactions and 888 catalyst types from USPTO. Reactant: [Br:1][C:2]1[C:10]2[C:5](=[N:6][CH:7]=[N:8][C:9]=2Cl)[N:4]([CH:12]2[CH2:21][CH2:20][C:15]3([O:19][CH2:18][CH2:17][O:16]3)[CH2:14][CH2:13]2)[N:3]=1.[NH3:22]. Product: [Br:1][C:2]1[C:10]2[C:5](=[N:6][CH:7]=[N:8][C:9]=2[NH2:22])[N:4]([CH:12]2[CH2:21][CH2:20][C:15]3([O:19][CH2:18][CH2:17][O:16]3)[CH2:14][CH2:13]2)[N:3]=1. The catalyst class is: 12.